From a dataset of Full USPTO retrosynthesis dataset with 1.9M reactions from patents (1976-2016). Predict the reactants needed to synthesize the given product. Given the product [CH2:1]([O:3][C:4]([C:6]1[NH:7][C:8]2[C:13]([CH:14]=1)=[CH:12][C:11]([O:15][CH:22]1[CH2:23][CH2:24][N:19]([CH:16]([CH3:17])[CH3:18])[CH2:21]1)=[CH:10][CH:9]=2)=[O:5])[CH3:2], predict the reactants needed to synthesize it. The reactants are: [CH2:1]([O:3][C:4]([C:6]1[NH:7][C:8]2[C:13]([CH:14]=1)=[CH:12][C:11]([OH:15])=[CH:10][CH:9]=2)=[O:5])[CH3:2].[CH:16]([N:19]1[CH2:24][CH2:23][CH:22](O)[CH2:21]C1)([CH3:18])[CH3:17].C1(P(C2C=CC=CC=2)C2C=CC=CC=2)C=CC=CC=1.CC(OC(/N=N/C(OC(C)C)=O)=O)C.